Dataset: Forward reaction prediction with 1.9M reactions from USPTO patents (1976-2016). Task: Predict the product of the given reaction. (1) Given the reactants C1(P(C2CCCCC2)C2C=CC=CC=2C2C(OC)=CC=CC=2OC)CCCCC1.C(=O)([O-])[O-].[K+].[K+].[CH3:36][N:37]([CH3:54])[CH2:38][C:39]1[CH:44]=[CH:43][C:42](B2OC(C)(C)C(C)(C)O2)=[CH:41][CH:40]=1.[C:55]([O:59][C:60](=[O:88])[NH:61][C@H:62]1[CH2:67][CH2:66][C@@H:65]([N:68]2[C:73](=[O:74])[C:72]3[CH:75]=[C:76]([F:79])[CH:77]=[N:78][C:71]=3[N:70]([C:80]3[CH:85]=[CH:84][CH:83]=[C:82](I)[CH:81]=3)[C:69]2=[O:87])[CH2:64][CH2:63]1)([CH3:58])([CH3:57])[CH3:56], predict the reaction product. The product is: [C:55]([O:59][C:60](=[O:88])[NH:61][C@H:62]1[CH2:67][CH2:66][C@@H:65]([N:68]2[C:73](=[O:74])[C:72]3[CH:75]=[C:76]([F:79])[CH:77]=[N:78][C:71]=3[N:70]([C:80]3[CH:85]=[C:84]([C:42]4[CH:41]=[CH:40][C:39]([CH2:38][N:37]([CH3:36])[CH3:54])=[CH:44][CH:43]=4)[CH:83]=[CH:82][CH:81]=3)[C:69]2=[O:87])[CH2:64][CH2:63]1)([CH3:58])([CH3:56])[CH3:57]. (2) Given the reactants [CH:1]1[N:5]=[C:4]([CH:6]2[CH2:11][CH2:10][CH2:9][N:8]([C:12]3[N:17]=[C:16]([NH2:18])[C:15]([N+:19]([O-])=O)=[CH:14][CH:13]=3)[CH2:7]2)[N:3]2[CH2:22][CH2:23][CH2:24][C:2]=12.O.[Cl-:26].[Ca+2].[Cl-], predict the reaction product. The product is: [ClH:26].[CH:1]1[N:5]=[C:4]([CH:6]2[CH2:11][CH2:10][CH2:9][N:8]([C:12]3[N:17]=[C:16]([NH2:18])[C:15]([NH2:19])=[CH:14][CH:13]=3)[CH2:7]2)[N:3]2[CH2:22][CH2:23][CH2:24][C:2]=12. (3) The product is: [CH3:25][N:26]([CH3:27])[C:2]1[CH:7]=[CH:6][C:5]([S:8]([NH:11][C:12]2[CH:13]=[CH:14][CH:15]=[C:16]3[C:21]=2[N:20]=[CH:19][CH:18]=[CH:17]3)(=[O:10])=[O:9])=[C:4]([N+:22]([O-:24])=[O:23])[CH:3]=1. Given the reactants F[C:2]1[CH:7]=[CH:6][C:5]([S:8]([NH:11][C:12]2[CH:13]=[CH:14][CH:15]=[C:16]3[C:21]=2[N:20]=[CH:19][CH:18]=[CH:17]3)(=[O:10])=[O:9])=[C:4]([N+:22]([O-:24])=[O:23])[CH:3]=1.[CH3:25][NH:26][CH3:27], predict the reaction product. (4) Given the reactants Br[C:2]1[CH:10]=[C:9]([CH:11]([O:13][CH2:14][C:15]2([C:28]3[CH:33]=[CH:32][C:31]([F:34])=[CH:30][CH:29]=3)[CH2:20][CH2:19][N:18]([C:21]([O:23][C:24]([CH3:27])([CH3:26])[CH3:25])=[O:22])[CH2:17][CH2:16]2)[CH3:12])[C:8]2[C:4](=[CH:5][N:6]([CH2:35][O:36][CH2:37][CH2:38][Si:39]([CH3:42])([CH3:41])[CH3:40])[N:7]=2)[CH:3]=1.[CH3:43]B1OB(C)OB(C)O1.C(=O)([O-])[O-].[Na+].[Na+], predict the reaction product. The product is: [F:34][C:31]1[CH:32]=[CH:33][C:28]([C:15]2([CH2:14][O:13][CH:11]([C:9]3[C:8]4[C:4](=[CH:5][N:6]([CH2:35][O:36][CH2:37][CH2:38][Si:39]([CH3:42])([CH3:41])[CH3:40])[N:7]=4)[CH:3]=[C:2]([CH3:43])[CH:10]=3)[CH3:12])[CH2:20][CH2:19][N:18]([C:21]([O:23][C:24]([CH3:27])([CH3:26])[CH3:25])=[O:22])[CH2:17][CH2:16]2)=[CH:29][CH:30]=1.